This data is from Forward reaction prediction with 1.9M reactions from USPTO patents (1976-2016). The task is: Predict the product of the given reaction. (1) Given the reactants [Br:1][C:2]1[C:7]2[O:8][C:9]3[C:14](Br)=[CH:13][CH:12]=[CH:11][C:10]=3[C:6]=2[CH:5]=[CH:4][CH:3]=1.C(OCC)C.C1([Li])C=CC=CC=1.Cl[Si:29]([CH3:32])([CH3:31])[CH3:30], predict the reaction product. The product is: [Br:1][C:2]1[C:7]2[O:8][C:9]3[C:14]([Si:29]([CH3:32])([CH3:31])[CH3:30])=[CH:13][CH:12]=[CH:11][C:10]=3[C:6]=2[CH:5]=[CH:4][CH:3]=1. (2) Given the reactants [CH3:1][O:2][C:3]1[C:4]([N+:11]([O-])=O)=[C:5]([NH:9][CH3:10])[CH:6]=[CH:7][CH:8]=1, predict the reaction product. The product is: [CH3:1][O:2][C:3]1[CH:8]=[CH:7][CH:6]=[C:5]([NH:9][CH3:10])[C:4]=1[NH2:11]. (3) Given the reactants [Cl:1][C:2]1[C:7]([O:8][CH3:9])=[C:6]([C:10]#[N:11])[CH:5]=[CH:4][C:3]=1[CH2:12][CH2:13][OH:14].N1C=CC=CC=1.[S:21](Cl)([CH3:24])(=[O:23])=[O:22], predict the reaction product. The product is: [CH3:24][S:21]([O:14][CH2:13][CH2:12][C:3]1[CH:4]=[CH:5][C:6]([C:10]#[N:11])=[C:7]([O:8][CH3:9])[C:2]=1[Cl:1])(=[O:23])=[O:22]. (4) Given the reactants [CH2:1]([O:3][C:4]([CH:6]1[C:15]([CH:16]=O)=[CH:14][C:13]2[C:8](=[CH:9][CH:10]=[CH:11][C:12]=2[Cl:18])[O:7]1)=[O:5])C.[CH3:19][O:20][C:21](=[O:28])[C@@H:22]([NH2:27])[CH2:23][CH:24]([CH3:26])[CH3:25].CCN(C(C)C)C(C)C.C([BH3-])#N.[Na+].C(O)(=O)C, predict the reaction product. The product is: [CH3:1][O:3][C:4]([CH:6]1[C:15]([CH2:16][NH:27][C@H:22]([C:21]([O:20][CH3:19])=[O:28])[CH2:23][CH:24]([CH3:26])[CH3:25])=[CH:14][C:13]2[C:8](=[CH:9][CH:10]=[CH:11][C:12]=2[Cl:18])[O:7]1)=[O:5]. (5) Given the reactants C([O:3][C:4](=[O:26])[CH2:5][CH2:6][CH2:7][N:8]1[C:12](=[O:13])/[C:11](=[CH:14]/[C:15]2[CH:20]=[CH:19][C:18]([OH:21])=[CH:17][C:16]=2[B:22]([F:24])[F:23])/[N:10]=[C:9]1[CH3:25])C.C(O)C.[OH-].[Na+], predict the reaction product. The product is: [F:24][B:22]([F:23])[C:16]1[CH:17]=[C:18]([OH:21])[CH:19]=[CH:20][C:15]=1/[CH:14]=[C:11]1\[N:10]=[C:9]([CH3:25])[N:8]([CH2:7][CH2:6][CH2:5][C:4]([OH:26])=[O:3])[C:12]\1=[O:13]. (6) Given the reactants [F:1][C:2]([F:15])([F:14])[O:3][C:4]1[CH:13]=[CH:12][C:7]2[N:8]=[C:9]([NH2:11])[S:10][C:6]=2[CH:5]=1.C(N=C=NCCCN(C)C)C.ON1C2C=CC=CC=2N=N1.[CH3:37][O:38][C:39]1[CH:49]=[CH:48][C:47](/[CH:50]=[CH:51]/[C:52](=[O:65])[C:53]2[CH:58]=[C:57]([O:59][CH3:60])[C:56]([O:61][CH3:62])=[C:55]([O:63][CH3:64])[CH:54]=2)=[CH:46][C:40]=1[O:41][CH2:42][C:43](O)=[O:44], predict the reaction product. The product is: [F:15][C:2]([F:1])([F:14])[O:3][C:4]1[CH:13]=[CH:12][C:7]2[N:8]=[C:9]([NH:11][C:43](=[O:44])[CH2:42][O:41][C:40]3[CH:46]=[C:47](/[CH:50]=[CH:51]/[C:52](=[O:65])[C:53]4[CH:54]=[C:55]([O:63][CH3:64])[C:56]([O:61][CH3:62])=[C:57]([O:59][CH3:60])[CH:58]=4)[CH:48]=[CH:49][C:39]=3[O:38][CH3:37])[S:10][C:6]=2[CH:5]=1. (7) Given the reactants [CH2:1]([NH:3][C:4]([NH:6][C:7]1[CH:12]=[CH:11][C:10]([C:13]2[N:14]=[C:15]([N:23]3[CH2:28][CH2:27][O:26][CH2:25][C@@H:24]3[CH3:29])[C:16]3[CH2:22][CH2:21][NH:20][CH2:19][C:17]=3[N:18]=2)=[CH:9][CH:8]=1)=[O:5])[CH3:2].Cl[C:31]1[CH:36]=[CH:35][N:34]=[CH:33][N:32]=1, predict the reaction product. The product is: [CH2:1]([NH:3][C:4]([NH:6][C:7]1[CH:8]=[CH:9][C:10]([C:13]2[N:14]=[C:15]([N:23]3[CH2:28][CH2:27][O:26][CH2:25][C@@H:24]3[CH3:29])[C:16]3[CH2:22][CH2:21][N:20]([C:31]4[CH:36]=[CH:35][N:34]=[CH:33][N:32]=4)[CH2:19][C:17]=3[N:18]=2)=[CH:11][CH:12]=1)=[O:5])[CH3:2]. (8) Given the reactants F[C:2]1[CH:9]=[CH:8][CH:7]=[CH:6][C:3]=1[CH:4]=[O:5].[CH3:10][S:11][C:12]1[CH:17]=[CH:16][C:15]([OH:18])=[CH:14][CH:13]=1.C(=O)([O-])[O-].[K+].[K+], predict the reaction product. The product is: [CH3:10][S:11][C:12]1[CH:17]=[CH:16][C:15]([O:18][C:2]2[CH:9]=[CH:8][CH:7]=[CH:6][C:3]=2[CH:4]=[O:5])=[CH:14][CH:13]=1. (9) Given the reactants Br[C:2]1[CH:3]=[C:4]2[C:9](=[CH:10][CH:11]=1)[CH:8]=[N:7][CH:6]=[CH:5]2.[Cl:12][C:13]1[C:18]([NH:19][S:20]([C:23]2[CH:28]=[CH:27][C:26]([F:29])=[CH:25][CH:24]=2)(=[O:22])=[O:21])=[CH:17][C:16](B2OC(C)(C)C(C)(C)O2)=[CH:15][N:14]=1.C(=O)([O-])[O-].[Na+].[Na+].O1CCOCC1.O, predict the reaction product. The product is: [Cl:12][C:13]1[C:18]([NH:19][S:20]([C:23]2[CH:28]=[CH:27][C:26]([F:29])=[CH:25][CH:24]=2)(=[O:22])=[O:21])=[CH:17][C:16]([C:2]2[CH:3]=[C:4]3[C:9](=[CH:10][CH:11]=2)[CH:8]=[N:7][CH:6]=[CH:5]3)=[CH:15][N:14]=1.